From a dataset of Full USPTO retrosynthesis dataset with 1.9M reactions from patents (1976-2016). Predict the reactants needed to synthesize the given product. (1) Given the product [Cl:36][C:23]1[CH:22]=[C:21]2[C:26](=[CH:25][C:24]=1[CH2:27][C:28]1[CH:29]=[CH:30][C:31]([CH2:34][CH3:35])=[CH:32][CH:33]=1)[C@:17]1([C@H:16]([OH:37])[C@@H:15]([OH:38])[C@H:14]([OH:39])[C@@H:13]([CH2:12][N:40]3[CH2:45][CH2:44][O:43][CH2:42][CH2:41]3)[O:18]1)[O:19][CH2:20]2, predict the reactants needed to synthesize it. The reactants are: CC1C=CC(S(O[CH2:12][C@H:13]2[O:18][C@@:17]3([C:26]4[C:21](=[CH:22][C:23]([Cl:36])=[C:24]([CH2:27][C:28]5[CH:33]=[CH:32][C:31]([CH2:34][CH3:35])=[CH:30][CH:29]=5)[CH:25]=4)[CH2:20][O:19]3)[C@H:16]([OH:37])[C@@H:15]([OH:38])[C@@H:14]2[OH:39])(=O)=O)=CC=1.[NH:40]1[CH2:45][CH2:44][O:43][CH2:42][CH2:41]1. (2) Given the product [C:37]([C:34]1([NH:33][C:4]([C@@H:6]2[CH2:10][C@@H:9]([S:11]([C:14]3[CH:19]=[CH:18][C:17]([F:20])=[CH:16][C:15]=3[Cl:21])(=[O:13])=[O:12])[CH2:8][C@H:7]2[CH2:22][O:23][CH2:24][C:25]2[CH:26]=[CH:27][C:28]([O:31][CH3:32])=[CH:29][CH:30]=2)=[O:3])[CH2:36][CH2:35]1)#[N:38], predict the reactants needed to synthesize it. The reactants are: C([O:3][C:4]([C@@H:6]1[CH2:10][C@@H:9]([S:11]([C:14]2[CH:19]=[CH:18][C:17]([F:20])=[CH:16][C:15]=2[Cl:21])(=[O:13])=[O:12])[CH2:8][C@H:7]1[CH2:22][O:23][CH2:24][C:25]1[CH:30]=[CH:29][C:28]([O:31][CH3:32])=[CH:27][CH:26]=1)=O)C.[NH2:33][C:34]1([C:37]#[N:38])[CH2:36][CH2:35]1.